This data is from Full USPTO retrosynthesis dataset with 1.9M reactions from patents (1976-2016). The task is: Predict the reactants needed to synthesize the given product. (1) The reactants are: Cl.[N:2]1[CH:3]=[N:4][N:5]2[CH:10]=[CH:9][C:8]([O:11][C:12]3[CH:17]=[CH:16][C:15]([NH:18][C:19]4[C:28]5[C:23](=[CH:24][CH:25]=[C:26]([OH:29])[CH:27]=5)[N:22]=[CH:21][N:20]=4)=[CH:14][C:13]=3[CH3:30])=[CH:7][C:6]=12.[CH:31]12[O:36][CH:35]1[CH2:34][CH2:33][CH2:32]2.O.[OH-].[Cs+].CN(C=O)C. Given the product [N:2]1[CH:3]=[N:4][N:5]2[CH:10]=[CH:9][C:8]([O:11][C:12]3[CH:17]=[CH:16][C:15]([NH:18][C:19]4[C:28]5[C:23](=[CH:24][CH:25]=[C:26]([O:29][C@@H:34]6[CH2:33][CH2:32][CH2:31][C@H:35]6[OH:36])[CH:27]=5)[N:22]=[CH:21][N:20]=4)=[CH:14][C:13]=3[CH3:30])=[CH:7][C:6]=12, predict the reactants needed to synthesize it. (2) The reactants are: [CH2:1]([O:8][C:9]1[C:10]([O:23][CH3:24])=[CH:11][C:12]([C:17]2[N:21]=[C:20]([CH3:22])[O:19][N:18]=2)=[C:13]([CH:16]=1)[CH:14]=[O:15])[C:2]1[CH:7]=[CH:6][CH:5]=[CH:4][CH:3]=1.CS(C)=[O:27].S(=O)(=O)(O)O.Cl([O-])=O.[Na+]. Given the product [CH2:1]([O:8][C:9]1[C:10]([O:23][CH3:24])=[CH:11][C:12]([C:17]2[N:21]=[C:20]([CH3:22])[O:19][N:18]=2)=[C:13]([CH:16]=1)[C:14]([OH:27])=[O:15])[C:2]1[CH:3]=[CH:4][CH:5]=[CH:6][CH:7]=1, predict the reactants needed to synthesize it. (3) Given the product [Cl:1][CH2:2]/[CH:7]=[CH:6]/[CH2:5][N:25]1[C:21](=[O:31])[C:22]2=[CH:30][CH:29]=[CH:28][CH:27]=[C:23]2[C:24]1=[O:26], predict the reactants needed to synthesize it. The reactants are: [Cl:1][C:2]1C=C[C:5](C)=[C:6](N2CCN(C/C=C/CN)CC2)[CH:7]=1.[K].[C:21]1(=[O:31])[NH:25][C:24](=[O:26])[C:23]2=[CH:27][CH:28]=[CH:29][CH:30]=[C:22]12. (4) Given the product [CH3:1][O:2][C:3]1[CH:8]=[CH:7][C:6]([NH:9][C:10]([C:12]2[CH:17]=[CH:16][C:15]([C:18]3[CH:23]=[CH:22][CH:21]=[CH:20][CH:19]=3)=[CH:14][CH:13]=2)=[O:11])=[CH:5][C:4]=1[NH:24][C:25](=[O:35])[CH2:26][N:27]1[CH2:33][CH2:32][S:67][CH2:29][CH2:28]1, predict the reactants needed to synthesize it. The reactants are: [CH3:1][O:2][C:3]1[CH:8]=[CH:7][C:6]([NH:9][C:10]([C:12]2[CH:17]=[CH:16][C:15]([C:18]3[CH:23]=[CH:22][CH:21]=[CH:20][CH:19]=3)=[CH:14][CH:13]=2)=[O:11])=[CH:5][C:4]=1[NH:24][C:25](=[O:35])[CH2:26][N:27]1[CH2:33][CH:32]2O[CH:29](CC2)[CH2:28]1.ClCC(NC1C=C(NC(C2C=CC(C3C=CC=CC=3)=CC=2)=O)C=CC=1OC)=O.N1CC[S:67]CC1.C(N(CC)CC)C. (5) Given the product [CH:3]([CH:4]1[S:8][C:7]([C:9]2[NH:10][C:11]3[C:16]([CH:17]=2)=[CH:15][CH:14]=[CH:13][C:12]=3[N:18]([CH3:27])[S:19]([C:22]2[S:23][CH:24]=[CH:25][CH:26]=2)(=[O:21])=[O:20])=[N:6][CH2:5]1)=[O:2], predict the reactants needed to synthesize it. The reactants are: C[O:2][CH:3](OC)[CH:4]1[S:8][C:7]([C:9]2[NH:10][C:11]3[C:16]([CH:17]=2)=[CH:15][CH:14]=[CH:13][C:12]=3[N:18]([CH3:27])[S:19]([C:22]2[S:23][CH:24]=[CH:25][CH:26]=2)(=[O:21])=[O:20])=[N:6][CH2:5]1.FC(F)(F)C(O)=O.S(=O)(=O)(O)O.C(=O)([O-])O.[Na+]. (6) Given the product [C:8]([C:10]1[CH:11]=[C:12]([NH:16][CH:17]([C:21]2[CH:26]=[CH:25][CH:24]=[CH:23][CH:22]=2)[C:18]([NH:37][C:36]2[CH:35]=[CH:34][C:33]([N:27]3[CH2:32][CH2:31][O:30][CH2:29][CH2:28]3)=[CH:39][CH:38]=2)=[O:20])[CH:13]=[CH:14][CH:15]=1)#[N:9], predict the reactants needed to synthesize it. The reactants are: CN1CCOCC1.[C:8]([C:10]1[CH:11]=[C:12]([NH:16][CH:17]([C:21]2[CH:26]=[CH:25][CH:24]=[CH:23][CH:22]=2)[C:18]([OH:20])=O)[CH:13]=[CH:14][CH:15]=1)#[N:9].[N:27]1([C:33]2[CH:39]=[CH:38][C:36]([NH2:37])=[CH:35][CH:34]=2)[CH2:32][CH2:31][O:30][CH2:29][CH2:28]1.Cl.CN(C)CCCN=C=NCC.O.OC1C2N=NNC=2C=CC=1.